Dataset: Full USPTO retrosynthesis dataset with 1.9M reactions from patents (1976-2016). Task: Predict the reactants needed to synthesize the given product. The reactants are: [NH2:1][C@H:2]([C:4]([OH:6])=[O:5])[CH3:3].[C:7]1([CH3:16])[CH:12]=[CH:11][C:10]([C:13](Cl)=[O:14])=[CH:9][CH:8]=1. Given the product [CH3:16][C:7]1[CH:12]=[CH:11][C:10]([C:13]([NH:1][C@H:2]([C:4]([OH:6])=[O:5])[CH3:3])=[O:14])=[CH:9][CH:8]=1, predict the reactants needed to synthesize it.